Dataset: Reaction yield outcomes from USPTO patents with 853,638 reactions. Task: Predict the reaction yield, written as a fraction of the theoretical maximum amount of product (1.0 means a 100% yield; for example, 0.34 means a 34% yield). (1) The reactants are [F:1][C:2]1[CH:7]=[C:6]([F:8])[CH:5]=[CH:4][C:3]=1[C:9]1[N:18]=[C:17]([C:19]([OH:21])=O)[C:16]2[C:11](=[CH:12][CH:13]=[CH:14][CH:15]=2)[N:10]=1.Cl.[OH:23][C:24]1[C:33]([CH3:34])=[CH:32][CH:31]=[C:30]2[C:25]=1[CH2:26][CH2:27][NH:28][CH2:29]2. No catalyst specified. The product is [F:1][C:2]1[CH:7]=[C:6]([F:8])[CH:5]=[CH:4][C:3]=1[C:9]1[N:18]=[C:17]([C:19]([N:28]2[CH2:27][CH2:26][C:25]3[C:30](=[CH:31][CH:32]=[C:33]([CH3:34])[C:24]=3[OH:23])[CH2:29]2)=[O:21])[C:16]2[C:11](=[CH:12][CH:13]=[CH:14][CH:15]=2)[N:10]=1. The yield is 0.220. (2) The reactants are [CH:1]1([CH2:5][OH:6])[CH2:4][CH2:3][CH2:2]1.[C:7]1([CH3:17])[CH:12]=[CH:11][C:10]([S:13](Cl)(=[O:15])=[O:14])=[CH:9][CH:8]=1. The catalyst is C(Cl)Cl.N1C=CC=CC=1.CN(C)C1C=CN=CC=1. The product is [CH3:17][C:7]1[CH:12]=[CH:11][C:10]([S:13]([O:6][CH2:5][CH:1]2[CH2:4][CH2:3][CH2:2]2)(=[O:15])=[O:14])=[CH:9][CH:8]=1. The yield is 0.730.